Dataset: Forward reaction prediction with 1.9M reactions from USPTO patents (1976-2016). Task: Predict the product of the given reaction. (1) Given the reactants [CH3:1][C:2]([C:4]1[CH:5]=[CH:6][C:7]([OH:10])=[CH:8][CH:9]=1)=[O:3].Cl[CH2:12][CH2:13][O:14][CH2:15][CH2:16][O:17][CH2:18][CH2:19][OH:20].C([O-])([O-])=O.[K+].[K+].O, predict the reaction product. The product is: [OH:20][CH2:19][CH2:18][O:17][CH2:16][CH2:15][O:14][CH2:13][CH2:12][O:10][C:7]1[CH:8]=[CH:9][C:4]([C:2](=[O:3])[CH3:1])=[CH:5][CH:6]=1. (2) Given the reactants [NH2:1][C@@H:2]([CH3:19])[CH2:3][N:4]1[CH:8]=[CH:7][C:6]([C:9]2[CH:16]=[CH:15][C:12]([C:13]#[N:14])=[C:11]([Cl:17])[C:10]=2[CH3:18])=[N:5]1.[O:20]1[CH:24]=[CH:23][CH:22]=[C:21]1[C:25]1[CH:29]=[C:28]([C:30](O)=[O:31])[NH:27][N:26]=1.C1C=CC2N(O)N=NC=2C=1.CCN(C(C)C)C(C)C.CCN=C=NCCCN(C)C, predict the reaction product. The product is: [Cl:17][C:11]1[C:10]([CH3:18])=[C:9]([C:6]2[CH:7]=[CH:8][N:4]([CH2:3][C@@H:2]([NH:1][C:30]([C:28]3[NH:27][N:26]=[C:25]([C:21]4[O:20][CH:24]=[CH:23][CH:22]=4)[CH:29]=3)=[O:31])[CH3:19])[N:5]=2)[CH:16]=[CH:15][C:12]=1[C:13]#[N:14].